From a dataset of Catalyst prediction with 721,799 reactions and 888 catalyst types from USPTO. Predict which catalyst facilitates the given reaction. Reactant: [CH2:1]([N:8]1[C:16](O)([C:17]2[CH:22]=[CH:21][C:20]([O:23][CH2:24][O:25][CH2:26][CH2:27][Si:28]([CH3:31])([CH3:30])[CH3:29])=[CH:19][CH:18]=2)[C:15]2[C:10](=[CH:11][CH:12]=[CH:13][CH:14]=2)[C:9]1=[O:33])[C:2]1[CH:7]=[CH:6][CH:5]=[CH:4][CH:3]=1.S(Cl)([Cl:36])=O. Product: [CH2:1]([N:8]1[C:16]([Cl:36])([C:17]2[CH:22]=[CH:21][C:20]([O:23][CH2:24][O:25][CH2:26][CH2:27][Si:28]([CH3:31])([CH3:30])[CH3:29])=[CH:19][CH:18]=2)[C:15]2[C:10](=[CH:11][CH:12]=[CH:13][CH:14]=2)[C:9]1=[O:33])[C:2]1[CH:7]=[CH:6][CH:5]=[CH:4][CH:3]=1. The catalyst class is: 3.